Dataset: Catalyst prediction with 721,799 reactions and 888 catalyst types from USPTO. Task: Predict which catalyst facilitates the given reaction. (1) Reactant: C([Li])CCC.Br[C:7]1[CH:8]=[N:9][CH:10]=[N:11][CH:12]=1.[CH2:13]1[O:23][C:16]2([CH2:21][CH2:20][C:19](=[O:22])[CH2:18][CH2:17]2)[O:15][CH2:14]1.O. Product: [N:9]1[CH:8]=[C:7]([C:19]2([OH:22])[CH2:20][CH2:21][C:16]3([O:23][CH2:13][CH2:14][O:15]3)[CH2:17][CH2:18]2)[CH:12]=[N:11][CH:10]=1. The catalyst class is: 1. (2) Reactant: [NH2:1][CH:2]1[CH2:7][CH2:6][N:5]([CH2:8][C:9]2[CH:14]=[CH:13][CH:12]=[CH:11][CH:10]=2)[CH2:4][CH2:3]1.[O:15]1[CH2:20][CH2:19][C:18](=O)[CH2:17][CH2:16]1.[BH-](OC(C)=O)(OC(C)=O)OC(C)=O.[Na+].C([O-])([O-])=O.[Na+].[Na+]. Product: [CH2:8]([N:5]1[CH2:6][CH2:7][CH:2]([NH:1][CH:18]2[CH2:19][CH2:20][O:15][CH2:16][CH2:17]2)[CH2:3][CH2:4]1)[C:9]1[CH:14]=[CH:13][CH:12]=[CH:11][CH:10]=1. The catalyst class is: 839. (3) Reactant: [Br:1][C:2]1[CH:7]=[CH:6][CH:5]=[CH:4][C:3]=1[F:8].C([N-]C(C)C)(C)C.[Li+].[CH3:17][S:18]SC.S(=O)(=O)(O)O. Product: [Br:1][C:2]1[CH:7]=[CH:6][CH:5]=[C:4]([S:18][CH3:17])[C:3]=1[F:8]. The catalyst class is: 7. (4) Reactant: [CH3:1][C:2]1([CH3:34])[C:8](=[O:9])[NH:7][C:6]2[N:10]=[CH:11][C:12](/[CH:14]=[CH:15]/[C:16]([N:18]([CH2:20][C:21]3[CH:26]=[CH:25][CH:24]=[C:23]([O:27][CH3:28])[C:22]=3[O:29][CH2:30][CH:31]([CH3:33])[CH3:32])[CH3:19])=[O:17])=[CH:13][C:5]=2[CH2:4][NH:3]1.[ClH:35]. Product: [ClH:35].[CH3:1][C:2]1([CH3:34])[C:8](=[O:9])[NH:7][C:6]2[N:10]=[CH:11][C:12](/[CH:14]=[CH:15]/[C:16]([N:18]([CH2:20][C:21]3[CH:26]=[CH:25][CH:24]=[C:23]([O:27][CH3:28])[C:22]=3[O:29][CH2:30][CH:31]([CH3:32])[CH3:33])[CH3:19])=[O:17])=[CH:13][C:5]=2[CH2:4][NH:3]1. The catalyst class is: 343. (5) Reactant: [F:1][C:2]1[CH:9]=[CH:8][C:5]([CH2:6][OH:7])=[CH:4][C:3]=1[N+:10]([O-])=O.C(O)(C)C.[Cl-].[NH4+]. Product: [NH2:10][C:3]1[CH:4]=[C:5]([CH2:6][OH:7])[CH:8]=[CH:9][C:2]=1[F:1]. The catalyst class is: 150. (6) Reactant: [Cl:1][C:2]1[CH:3]=[C:4]2[C:10]3([CH2:14][C:13](=[O:15])[NH:12][CH2:11]3)[C:9](=[O:16])[N:8]([CH2:17][C:18]([O:20][C:21]([CH3:24])([CH3:23])[CH3:22])=[O:19])[C:5]2=[CH:6][CH:7]=1.[H-].[Na+].[CH2:27](Br)[C:28]1[CH:33]=[CH:32][CH:31]=[CH:30][CH:29]=1. Product: [CH2:27]([N:12]1[C:13](=[O:15])[CH2:14][C:10]2([C:4]3[C:5](=[CH:6][CH:7]=[C:2]([Cl:1])[CH:3]=3)[N:8]([CH2:17][C:18]([O:20][C:21]([CH3:24])([CH3:23])[CH3:22])=[O:19])[C:9]2=[O:16])[CH2:11]1)[C:28]1[CH:33]=[CH:32][CH:31]=[CH:30][CH:29]=1. The catalyst class is: 1. (7) Reactant: FC(F)(F)S(O[CH2:7][C:8]([F:20])([F:19])[C:9]1[CH:14]=[CH:13][C:12]([C:15]([F:18])([F:17])[F:16])=[CH:11][CH:10]=1)(=O)=O.[NH:23]1[CH2:28][CH2:27][CH:26]([NH:29][C:30](=[O:36])[O:31][C:32]([CH3:35])([CH3:34])[CH3:33])[CH2:25][CH2:24]1.CCN(C(C)C)C(C)C. Product: [F:20][C:8]([F:19])([C:9]1[CH:10]=[CH:11][C:12]([C:15]([F:16])([F:17])[F:18])=[CH:13][CH:14]=1)[CH2:7][N:23]1[CH2:24][CH2:25][CH:26]([NH:29][C:30](=[O:36])[O:31][C:32]([CH3:34])([CH3:33])[CH3:35])[CH2:27][CH2:28]1. The catalyst class is: 2.